From a dataset of Forward reaction prediction with 1.9M reactions from USPTO patents (1976-2016). Predict the product of the given reaction. Given the reactants [CH:1]12[CH2:8][CH:5]([CH2:6][CH2:7]1)[CH2:4][CH2:3][C:2]2=[O:9].Cl.[CH3:11][NH:12][CH3:13].[CH2:14]=O.Cl, predict the reaction product. The product is: [CH3:11][N:12]([CH2:14][CH:3]1[CH2:4][CH:5]2[CH2:8][CH:1]([CH2:7][CH2:6]2)[C:2]1=[O:9])[CH3:13].